Task: Predict the reaction yield, written as a fraction of the theoretical maximum amount of product (1.0 means a 100% yield; for example, 0.34 means a 34% yield).. Dataset: Reaction yield outcomes from USPTO patents with 853,638 reactions The reactants are [NH2:1][C:2]1[S:3][C:4]2[CH:10]=[CH:9][C:8]([N+:11]([O-:13])=[O:12])=[CH:7][C:5]=2[N:6]=1.[C:14](Cl)(=[O:21])[C:15]1[CH:20]=[CH:19][CH:18]=[CH:17][CH:16]=1.N1C=CC=CC=1. The catalyst is O. The product is [N+:11]([C:8]1[CH:9]=[CH:10][C:4]2[S:3][C:2]([NH:1][C:14](=[O:21])[C:15]3[CH:20]=[CH:19][CH:18]=[CH:17][CH:16]=3)=[N:6][C:5]=2[CH:7]=1)([O-:13])=[O:12]. The yield is 0.780.